Dataset: Reaction yield outcomes from USPTO patents with 853,638 reactions. Task: Predict the reaction yield, written as a fraction of the theoretical maximum amount of product (1.0 means a 100% yield; for example, 0.34 means a 34% yield). The reactants are CS([O:5][CH2:6][C:7]1[CH:24]=[CH:23][C:10]2[CH2:11][CH2:12][N:13]([C:16]([O:18][C:19]([CH3:22])([CH3:21])[CH3:20])=[O:17])[CH2:14][CH2:15][C:9]=2[CH:8]=1)(=O)=O.O=[C:26]1[CH:31]=[N:30][C:29]([C:32]([O:34][CH3:35])=[O:33])=[CH:28][NH:27]1.C(=O)([O-])[O-].[Cs+].[Cs+].O. The catalyst is CN(C)C=O. The product is [CH3:35][O:34][C:32]([C:29]1[N:30]=[CH:31][C:26]([O:5][CH2:6][C:7]2[CH:24]=[CH:23][C:10]3[CH2:11][CH2:12][N:13]([C:16]([O:18][C:19]([CH3:22])([CH3:21])[CH3:20])=[O:17])[CH2:14][CH2:15][C:9]=3[CH:8]=2)=[N:27][CH:28]=1)=[O:33]. The yield is 0.390.